From a dataset of Peptide-MHC class I binding affinity with 185,985 pairs from IEDB/IMGT. Regression. Given a peptide amino acid sequence and an MHC pseudo amino acid sequence, predict their binding affinity value. This is MHC class I binding data. (1) The peptide sequence is KHDFIDNPL. The MHC is HLA-A25:01 with pseudo-sequence HLA-A25:01. The binding affinity (normalized) is 0.0847. (2) The MHC is HLA-A23:01 with pseudo-sequence HLA-A23:01. The peptide sequence is EMVCFHEFL. The binding affinity (normalized) is 0.298. (3) The MHC is HLA-A30:01 with pseudo-sequence HLA-A30:01. The peptide sequence is KSSPETQQM. The binding affinity (normalized) is 0.350. (4) The peptide sequence is EKFGHLCKYH. The MHC is HLA-A33:01 with pseudo-sequence HLA-A33:01. The binding affinity (normalized) is 0. (5) The peptide sequence is PYYFANNKF. The MHC is HLA-A02:01 with pseudo-sequence HLA-A02:01. The binding affinity (normalized) is 0. (6) The peptide sequence is DEEEAIVAYTL. The MHC is Mamu-A11 with pseudo-sequence Mamu-A11. The binding affinity (normalized) is 0.200. (7) The peptide sequence is GQRCHFIKK. The MHC is HLA-A33:01 with pseudo-sequence HLA-A33:01. The binding affinity (normalized) is 0.123.